The task is: Predict which catalyst facilitates the given reaction.. This data is from Catalyst prediction with 721,799 reactions and 888 catalyst types from USPTO. (1) Reactant: [F:1][C:2]([F:48])([F:47])[C:3]1[CH:4]=[C:5]([C@H:13]2[O:17][C:16](=[O:18])[N:15]([CH2:19][C:20]3[C:25]([C:26]4[CH:27]=[CH:28][C:29]([F:43])=[C:30]([C:32]5[CH:37]=[CH:36][C:35]([C:38]([O:40]C)=[O:39])=[CH:34][C:33]=5[CH3:42])[CH:31]=4)=[CH:24][N:23]=[C:22]([S:44][CH3:45])[N:21]=3)[C@H:14]2[CH3:46])[CH:6]=[C:7]([C:9]([F:12])([F:11])[F:10])[CH:8]=1.[Li+].[OH-:50].[OH2:51].C1C=C(Cl)C=C(C(OO)=O)C=1. Product: [F:1][C:2]([F:48])([F:47])[C:3]1[CH:4]=[C:5]([C@H:13]2[O:17][C:16](=[O:18])[N:15]([CH2:19][C:20]3[C:25]([C:26]4[CH:27]=[CH:28][C:29]([F:43])=[C:30]([C:32]5[CH:37]=[CH:36][C:35]([C:38]([OH:40])=[O:39])=[CH:34][C:33]=5[CH3:42])[CH:31]=4)=[CH:24][N:23]=[C:22]([S:44]([CH3:45])(=[O:51])=[O:50])[N:21]=3)[C@H:14]2[CH3:46])[CH:6]=[C:7]([C:9]([F:12])([F:11])[F:10])[CH:8]=1. The catalyst class is: 12. (2) Reactant: C1(C=[N:8][CH:9]([CH3:15])[C:10]([O:12][CH2:13][CH3:14])=[O:11])C=CC=CC=1.[CH2:16](Br)[C:17]1[CH:22]=[CH:21][CH:20]=[CH:19][CH:18]=1.CC[O-].[Na+].Cl. Product: [NH2:8][C:9]([CH3:15])([CH2:16][C:17]1[CH:22]=[CH:21][CH:20]=[CH:19][CH:18]=1)[C:10]([O:12][CH2:13][CH3:14])=[O:11]. The catalyst class is: 11. (3) Reactant: [F:1][C:2]([F:11])([F:10])[C:3]1[CH:8]=[CH:7][CH:6]=[CH:5][C:4]=1[SH:9].[C:12](=O)([O-])[O-].[K+].[K+].IC. Product: [CH3:12][S:9][C:4]1[CH:5]=[CH:6][CH:7]=[CH:8][C:3]=1[C:2]([F:1])([F:10])[F:11]. The catalyst class is: 3. (4) Reactant: [NH2:1][C:2]1[N:10]=[C:9]([CH2:11][O:12][CH3:13])[CH:8]=[CH:7][C:3]=1[C:4]([OH:6])=O.[CH3:14][C:15]1[CH:20]=[CH:19][CH:18]=[CH:17][C:16]=1[O:21][C:22]1[CH:29]=[CH:28][C:25]([CH2:26][NH2:27])=[CH:24][CH:23]=1.CN([P+](ON1N=NC2C=CC=CC1=2)(N(C)C)N(C)C)C.F[P-](F)(F)(F)(F)F.C(=O)(O)[O-].[Na+]. Product: [CH3:14][C:15]1[CH:20]=[CH:19][CH:18]=[CH:17][C:16]=1[O:21][C:22]1[CH:29]=[CH:28][C:25]([CH2:26][NH:27][C:4](=[O:6])[C:3]2[CH:7]=[CH:8][C:9]([CH2:11][O:12][CH3:13])=[N:10][C:2]=2[NH2:1])=[CH:24][CH:23]=1. The catalyst class is: 338. (5) Reactant: Br[C:2]1[CH:3]=[C:4]([C:9]([F:12])([F:11])[F:10])[CH:5]=[CH:6][C:7]=1[Cl:8].C([Mg]Br)(C)C.S(C)C.B(F)(F)F.CCOCC.CO[CH:32]1[N:36]([C:37]([O:39][C:40]([CH3:43])([CH3:42])[CH3:41])=[O:38])[C@H:35]([C:44]([O:46][CH2:47][CH3:48])=[O:45])[CH2:34][CH2:33]1.[NH4+].[Cl-].[NH4+].[OH-]. Product: [Cl:8][C:7]1[CH:6]=[CH:5][C:4]([C:9]([F:12])([F:11])[F:10])=[CH:3][C:2]=1[C@H:32]1[N:36]([C:37]([O:39][C:40]([CH3:41])([CH3:42])[CH3:43])=[O:38])[C@H:35]([C:44]([O:46][CH2:47][CH3:48])=[O:45])[CH2:34][CH2:33]1. The catalyst class is: 20.